Dataset: Reaction yield outcomes from USPTO patents with 853,638 reactions. Task: Predict the reaction yield, written as a fraction of the theoretical maximum amount of product (1.0 means a 100% yield; for example, 0.34 means a 34% yield). (1) The reactants are [NH:1]1[CH2:6][CH2:5][O:4][CH2:3][CH2:2]1.[H-].[Na+].[Cl:9][C:10]1[CH:15]=[C:14](Cl)[CH:13]=[C:12]([Cl:17])[N:11]=1. The catalyst is CS(C)=O. The product is [Cl:9][C:10]1[CH:15]=[C:14]([N:1]2[CH2:6][CH2:5][O:4][CH2:3][CH2:2]2)[CH:13]=[C:12]([Cl:17])[N:11]=1. The yield is 0.440. (2) The reactants are Cl[C:2]1[N:3]=[CH:4][C:5]([O:32][CH3:33])=[C:6]2[C:10]([C:11](=[O:31])[C:12]([N:14]3[CH2:19][CH2:18][N:17]([C:20]4[N:24]([C:25]5[CH:30]=[CH:29][CH:28]=[CH:27][CH:26]=5)[N:23]=[N:22][N:21]=4)[CH2:16][CH2:15]3)=[O:13])=[CH:9][NH:8][C:7]=12.[CH2:34]([N:36]([CH2:39]C)CC)[CH3:35].[OH2:41].C(CN)[OH:43]. The catalyst is O1CCOCC1.C1C=CC([P]([Pd]([P](C2C=CC=CC=2)(C2C=CC=CC=2)C2C=CC=CC=2)([P](C2C=CC=CC=2)(C2C=CC=CC=2)C2C=CC=CC=2)[P](C2C=CC=CC=2)(C2C=CC=CC=2)C2C=CC=CC=2)(C2C=CC=CC=2)C2C=CC=CC=2)=CC=1. The product is [OH:41][CH2:35][CH2:34][NH:36][C:39]([C:2]1[N:3]=[CH:4][C:5]([O:32][CH3:33])=[C:6]2[C:10]([C:11](=[O:31])[C:12](=[O:13])[N:14]3[CH2:15][CH2:16][N:17]([C:20]4[N:24]([C:25]5[CH:26]=[CH:27][CH:28]=[CH:29][CH:30]=5)[N:23]=[N:22][N:21]=4)[CH2:18][CH2:19]3)=[CH:9][NH:8][C:7]=12)=[O:43]. The yield is 0.416. (3) The reactants are [C:1]1([C:7]2[C:21]3[C:20]4[C:22]5[C:16]([CH:17]=[CH:18][CH:19]=4)=[C:15](B(O)O)[CH:14]=[CH:13][C:12]=5[C:11]=3[C:10]([C:26]3[CH:31]=[CH:30][CH:29]=[CH:28][CH:27]=3)=[C:9]3[CH:32]=[CH:33][CH:34]=[CH:35][C:8]=23)[CH:6]=[CH:5][CH:4]=[CH:3][CH:2]=1.[Br:36][C:37]1[CH:42]=[CH:41][C:40](I)=[CH:39][CH:38]=1.C(=O)([O-])[O-].[Na+].[Na+]. The catalyst is C1C=CC([P]([Pd]([P](C2C=CC=CC=2)(C2C=CC=CC=2)C2C=CC=CC=2)([P](C2C=CC=CC=2)(C2C=CC=CC=2)C2C=CC=CC=2)[P](C2C=CC=CC=2)(C2C=CC=CC=2)C2C=CC=CC=2)(C2C=CC=CC=2)C2C=CC=CC=2)=CC=1.C1(C)C=CC=CC=1. The product is [Br:36][C:37]1[CH:42]=[CH:41][C:40]([C:15]2[CH:14]=[CH:13][C:12]3=[C:22]4[C:16]=2[CH:17]=[CH:18][CH:19]=[C:20]4[C:21]2[C:7]([C:1]4[CH:2]=[CH:3][CH:4]=[CH:5][CH:6]=4)=[C:8]4[CH:35]=[CH:34][CH:33]=[CH:32][C:9]4=[C:10]([C:26]4[CH:31]=[CH:30][CH:29]=[CH:28][CH:27]=4)[C:11]=23)=[CH:39][CH:38]=1. The yield is 0.580. (4) The reactants are [C:1]([C:3]1[CH:4]=[C:5]([OH:9])[CH:6]=[CH:7][CH:8]=1)#[N:2].Br[C:11]([CH3:17])([CH3:16])[C:12]([O:14][CH3:15])=[O:13].C(=O)([O-])[O-].[Cs+].[Cs+].O. The catalyst is C(#N)C. The product is [C:1]([C:3]1[CH:4]=[C:5]([CH:6]=[CH:7][CH:8]=1)[O:9][C:11]([CH3:17])([CH3:16])[C:12]([O:14][CH3:15])=[O:13])#[N:2]. The yield is 0.870. (5) The reactants are [C:1]([O:5][C:6]([N:8]1[CH:12]=[CH:11][CH:10]=[C:9]1[C:13]1[S:14][C:15]([C:18]([O:20][CH2:21][CH3:22])=[O:19])=[CH:16][N:17]=1)=[O:7])([CH3:4])([CH3:3])[CH3:2].[Br:23]N1C(=O)CCC1=O.C(=O)([O-])O.[Na+]. The catalyst is O1CCCC1. The product is [Br:23][C:12]1[N:8]([C:6]([O:5][C:1]([CH3:4])([CH3:3])[CH3:2])=[O:7])[C:9]([C:13]2[S:14][C:15]([C:18]([O:20][CH2:21][CH3:22])=[O:19])=[CH:16][N:17]=2)=[CH:10][CH:11]=1. The yield is 0.600. (6) The reactants are [C:1]([NH:8][C@@H:9]([C:14]([OH:16])=[O:15])[CH2:10][CH:11]([CH3:13])[CH3:12])([O:3][C:4]([CH3:7])([CH3:6])[CH3:5])=[O:2].[CH:17]1[C:22]([N+:23]([O-:25])=[O:24])=[CH:21][CH:20]=[C:19](O)[CH:18]=1.C1CCC(N=C=NC2CCCCC2)CC1. The catalyst is C1COCC1. The product is [C:4]([O:3][C:1]([NH:8][C@H:9]([CH2:10][CH:11]([CH3:12])[CH3:13])[C:14]([O:16][C:19]1[CH:18]=[CH:17][C:22]([N+:23]([O-:25])=[O:24])=[CH:21][CH:20]=1)=[O:15])=[O:2])([CH3:5])([CH3:7])[CH3:6]. The yield is 0.600. (7) The reactants are [N:1]1[CH:6]=[CH:5][CH:4]=[C:3]([S:7]([N:10]2[C:14]([C:15]3[CH:20]=[CH:19][CH:18]=[CH:17][C:16]=3[C:21]([F:24])([F:23])[F:22])=[CH:13][C:12]([CH:25]=O)=[CH:11]2)(=[O:9])=[O:8])[CH:2]=1.CO.[CH3:29][NH2:30].[BH4-].[Na+].[ClH:33].C(=O)([O-])O.[Na+]. The catalyst is C(O)C. The product is [ClH:33].[ClH:33].[CH3:29][NH:30][CH2:25][C:12]1[CH:13]=[C:14]([C:15]2[CH:20]=[CH:19][CH:18]=[CH:17][C:16]=2[C:21]([F:24])([F:23])[F:22])[N:10]([S:7]([C:3]2[CH:2]=[N:1][CH:6]=[CH:5][CH:4]=2)(=[O:9])=[O:8])[CH:11]=1. The yield is 0.690. (8) The reactants are [CH:1](=O)/[CH:2]=[CH:3]/[C:4]1[CH:9]=[CH:8][CH:7]=[CH:6][CH:5]=1.[C:11]([OH:16])(=[O:15])[C:12]([CH3:14])=[O:13].[OH-].[K+:18]. The catalyst is CO. The product is [O:13]=[C:12]([CH:14]=[CH:1][CH:2]=[CH:3][C:4]1[CH:9]=[CH:8][CH:7]=[CH:6][CH:5]=1)[C:11]([O-:16])=[O:15].[K+:18]. The yield is 0.610. (9) The reactants are [CH3:1][O:2][N:3]1[CH2:8][CH:7]=[C:6]([C:9]2[CH:14]=[CH:13][C:12]([NH2:15])=[CH:11][CH:10]=2)[CH2:5][CH2:4]1. The catalyst is CO.[Pd]. The product is [CH3:1][O:2][N:3]1[CH2:8][CH2:7][CH:6]([C:9]2[CH:10]=[CH:11][C:12]([NH2:15])=[CH:13][CH:14]=2)[CH2:5][CH2:4]1. The yield is 0.920.